Dataset: Full USPTO retrosynthesis dataset with 1.9M reactions from patents (1976-2016). Task: Predict the reactants needed to synthesize the given product. (1) Given the product [CH3:1][C:2]1[N:6]([C:7]2[CH:12]=[CH:11][CH:10]=[CH:9][CH:8]=2)[N:5]=[C:4]([CH:13]=[O:14])[N:3]=1, predict the reactants needed to synthesize it. The reactants are: [CH3:1][CH:2]1[N:6]([C:7]2[CH:12]=[CH:11][CH:10]=[CH:9][CH:8]=2)[N:5]=[C:4]([CH2:13][OH:14])[NH:3]1. (2) Given the product [F:28][C:18]1[C:17]([CH:15]([C:12]2[N:10]3[N:11]=[C:6]([C:4](=[O:3])[CH3:5])[CH:7]=[CH:8][C:9]3=[N:14][N:13]=2)[CH3:16])=[C:26]([F:27])[CH:25]=[C:24]2[C:19]=1[CH:20]=[CH:21][CH:22]=[N:23]2, predict the reactants needed to synthesize it. The reactants are: C([O:3][C:4]([C:6]1[CH:7]=[CH:8][C:9]2[N:10]([C:12]([CH:15]([C:17]3[C:18]([F:28])=[C:19]4[C:24](=[CH:25][C:26]=3[F:27])[N:23]=[CH:22][CH:21]=[CH:20]4)[CH3:16])=[N:13][N:14]=2)[N:11]=1)=[CH2:5])C.Cl. (3) Given the product [Cl:34][C:6]1[N:5]2[N:9]=[CH:10][C:11]([C:12]3[C:17]([CH3:18])=[CH:16][C:15]([CH3:19])=[CH:14][C:13]=3[CH3:20])=[C:4]2[N:3]=[C:2]([CH3:1])[CH:7]=1, predict the reactants needed to synthesize it. The reactants are: [CH3:1][C:2]1[NH:3][C:4]2[N:5]([N:9]=[CH:10][C:11]=2[C:12]2[C:17]([CH3:18])=[CH:16][C:15]([CH3:19])=[CH:14][C:13]=2[CH3:20])[C:6](=O)[CH:7]=1.CCN(C1C=CC=CC=1)CC.O=P(Cl)(Cl)[Cl:34]. (4) Given the product [CH3:1][C:2]1[N:6]([CH2:7][CH2:8][C:9]2[CH:10]=[CH:11][C:12]([O:15][CH2:16][CH:17]3[CH2:18][CH2:19][CH:20]([CH2:23][CH2:24][CH2:25][CH2:26][CH3:27])[CH2:21][CH2:22]3)=[CH:13][CH:14]=2)[C:5]([C:28]2[CH:29]=[CH:30][C:31]([O:32][C@H:33]([CH2:39][C:40]3[CH:45]=[CH:44][CH:43]=[CH:42][CH:41]=3)[C:34]([OH:36])=[O:35])=[CH:46][CH:47]=2)=[CH:4][CH:3]=1, predict the reactants needed to synthesize it. The reactants are: [CH3:1][C:2]1[N:6]([CH2:7][CH2:8][C:9]2[CH:14]=[CH:13][C:12]([O:15][CH2:16][CH:17]3[CH2:22][CH2:21][CH:20]([CH2:23][CH2:24][CH2:25][CH2:26][CH3:27])[CH2:19][CH2:18]3)=[CH:11][CH:10]=2)[C:5]([C:28]2[CH:47]=[CH:46][C:31]([O:32][C@H:33]([CH2:39][C:40]3[CH:45]=[CH:44][CH:43]=[CH:42][CH:41]=3)[C:34]([O:36]CC)=[O:35])=[CH:30][CH:29]=2)=[CH:4][CH:3]=1.[OH-].[K+].Cl. (5) The reactants are: [CH3:1][C:2]1([CH3:24])[CH2:6][N:5]([C:7]([O:9][C:10]([CH3:13])([CH3:12])[CH3:11])=[O:8])[C@@H:4]([C:14]([O:16]CC2C=CC=CC=2)=[O:15])[CH2:3]1.O[Li].O. Given the product [C:10]([O:9][C:7]([N:5]1[CH2:6][C:2]([CH3:24])([CH3:1])[CH2:3][C@@H:4]1[C:14]([OH:16])=[O:15])=[O:8])([CH3:13])([CH3:11])[CH3:12], predict the reactants needed to synthesize it. (6) Given the product [CH3:8][C:7]1[CH:6]=[CH:5][C:4]([N:9]2[N:10]=[C:11]([CH3:33])/[C:12](=[N:15]/[NH:16][C:17]3[CH:22]=[CH:21][CH:20]=[C:19]([C:23]4[CH:28]=[CH:27][CH:26]=[C:25]([C:29]([OH:31])=[O:30])[CH:24]=4)[C:18]=3[OH:32])/[C:13]2=[O:14])=[CH:3][C:2]=1[CH3:1].[CH2:36]([NH2:37])[CH2:34][OH:35], predict the reactants needed to synthesize it. The reactants are: [CH3:1][C:2]1[CH:3]=[C:4]([N:9]2[C:13](=[O:14])[C:12](=[N:15][NH:16][C:17]3[C:18]([OH:32])=[C:19]([C:23]4[CH:28]=[CH:27][CH:26]=[C:25]([C:29]([OH:31])=[O:30])[CH:24]=4)[CH:20]=[CH:21][CH:22]=3)[C:11]([CH3:33])=[N:10]2)[CH:5]=[CH:6][C:7]=1[CH3:8].[CH2:34]([CH2:36][NH2:37])[OH:35]. (7) Given the product [CH:7]([OH:9])([OH:8])[CH2:2][CH2:3][CH3:4].[O:44]=[CH:45][C@@H:46]([C@H:48]([C@@H:50]([C@@H:52]([CH2:54][OH:55])[OH:53])[OH:51])[OH:49])[OH:47], predict the reactants needed to synthesize it. The reactants are: N[C@H:2]([C:7]([OH:9])=[O:8])[CH2:3][CH:4](C)C.N[C@H](C(O)=O)CC1C2C(=CC=CC=2)NC=1.N[C@H](C(O)=O)CC1N=CNC=1.N1C=CC(=O)NC1=O.[O:44]=[CH:45][C@@H:46]([C@H:48]([C@@H:50]([C@@H:52]([CH2:54][OH:55])[OH:53])[OH:51])[OH:49])[OH:47].[OH-].[Na+].OP(O)(O)=O.